From a dataset of Full USPTO retrosynthesis dataset with 1.9M reactions from patents (1976-2016). Predict the reactants needed to synthesize the given product. (1) The reactants are: C([O:5][C:6](=[O:34])[CH2:7][O:8][C:9]1[CH:14]=[CH:13][C:12]([Cl:15])=[CH:11][C:10]=1[C:16]#[C:17][C:18]1[CH:23]=[C:22]([S:24]([N:27]([CH2:29][CH2:30][CH2:31][CH3:32])[CH3:28])(=[O:26])=[O:25])[CH:21]=[CH:20][C:19]=1[CH3:33])(C)(C)C. Given the product [CH2:29]([N:27]([CH3:28])[S:24]([C:22]1[CH:21]=[CH:20][C:19]([CH3:33])=[C:18]([C:17]#[C:16][C:10]2[CH:11]=[C:12]([Cl:15])[CH:13]=[CH:14][C:9]=2[O:8][CH2:7][C:6]([OH:34])=[O:5])[CH:23]=1)(=[O:25])=[O:26])[CH2:30][CH2:31][CH3:32], predict the reactants needed to synthesize it. (2) Given the product [C:14]([NH:13][C@H:8]([C:6]([OH:7])=[O:5])[CH2:9][CH2:10][OH:11])([O:16][CH2:17][CH:18]1[C:19]2[C:24](=[CH:23][CH:22]=[CH:21][CH:20]=2)[C:25]2[C:30]1=[CH:29][CH:28]=[CH:27][CH:26]=2)=[O:15], predict the reactants needed to synthesize it. The reactants are: CC([O:5][C:6]([C@@H:8]([NH:13][C:14]([O:16][CH2:17][CH:18]1[C:30]2[C:25](=[CH:26][CH:27]=[CH:28][CH:29]=2)[C:24]2[C:19]1=[CH:20][CH:21]=[CH:22][CH:23]=2)=[O:15])[CH2:9][C:10](O)=[O:11])=[O:7])(C)C.C(N(CC)CC)C.C(OC(Cl)=O)C(C)C.[BH4-].[Na+].[H-].[Na+].C(Br)C1C=CC=CC=1. (3) Given the product [C:12]([O:11][C:9]([C:8]1[C:7]([OH:16])=[C:6]([C:24]([F:27])([F:26])[F:25])[CH:5]=[CH:4][C:3]=1[CH2:2][O:44][C:41]1[CH:40]=[CH:39][C:38]([C:35]2[CH:36]=[CH:37][C:32]([CH2:31][C:30]([OH:48])=[O:29])=[CH:33][C:34]=2[CH:45]([OH:47])[CH3:46])=[CH:43][CH:42]=1)=[O:10])([CH3:14])([CH3:15])[CH3:13], predict the reactants needed to synthesize it. The reactants are: Br[CH2:2][C:3]1[C:8]([C:9]([O:11][C:12]([CH3:15])([CH3:14])[CH3:13])=[O:10])=[C:7]([O:16]C(OC(C)(C)C)=O)[C:6]([C:24]([F:27])([F:26])[F:25])=[CH:5][CH:4]=1.C[O:29][C:30](=[O:48])[CH2:31][C:32]1[CH:37]=[CH:36][C:35]([C:38]2[CH:43]=[CH:42][C:41]([OH:44])=[CH:40][CH:39]=2)=[C:34]([CH:45]([OH:47])[CH3:46])[CH:33]=1. (4) Given the product [CH3:1][O:2][C:3]1[CH:4]=[CH:5][C:6]([N:9]2[CH:13]=[CH:12][C:11]([NH2:14])=[N:10]2)=[CH:7][CH:8]=1, predict the reactants needed to synthesize it. The reactants are: [CH3:1][O:2][C:3]1[CH:8]=[CH:7][C:6]([N:9]2[CH:13]=[CH:12][C:11]([NH:14]C(OC)=O)=[N:10]2)=[CH:5][CH:4]=1.[OH-].[K+].Cl.